From a dataset of Catalyst prediction with 721,799 reactions and 888 catalyst types from USPTO. Predict which catalyst facilitates the given reaction. (1) Reactant: [CH2:1]([O:3][C:4](=[O:15])[C:5]1[CH:10]=[CH:9][CH:8]=[C:7]([CH:11]([C:13]#[N:14])[CH3:12])[CH:6]=1)[CH3:2].[H-].[Na+].[CH3:18]I. Product: [CH2:1]([O:3][C:4](=[O:15])[C:5]1[CH:10]=[CH:9][CH:8]=[C:7]([C:11]([C:13]#[N:14])([CH3:18])[CH3:12])[CH:6]=1)[CH3:2]. The catalyst class is: 3. (2) Reactant: [N:1]1[CH:6]=[CH:5][CH:4]=[CH:3][C:2]=1[CH:7]=[CH:8][C:9]([OH:11])=O.[F:12][C:13]([F:25])([F:24])[O:14][C:15]1[CH:16]=[C:17]([CH:21]([NH2:23])[CH3:22])[CH:18]=[CH:19][CH:20]=1.CCN=C=NCCCN(C)C.Cl.C(N(CC)CC)C. Product: [N:1]1[CH:6]=[CH:5][CH:4]=[CH:3][C:2]=1[CH:7]=[CH:8][C:9]([NH:23][CH:21]([C:17]1[CH:18]=[CH:19][CH:20]=[C:15]([O:14][C:13]([F:12])([F:24])[F:25])[CH:16]=1)[CH3:22])=[O:11]. The catalyst class is: 64. (3) Reactant: [Cl:1][C:2]1[N:7]=[C:6](Cl)[CH:5]=[CH:4][N:3]=1.[O:9]1[CH2:13][CH2:12][CH:11]([NH2:14])[CH2:10]1. Product: [Cl:1][C:2]1[N:7]=[C:6]([NH:14][CH:11]2[CH2:12][CH2:13][O:9][CH2:10]2)[CH:5]=[CH:4][N:3]=1. The catalyst class is: 14. (4) Reactant: C1(C(=[N:14][C:15]2[N:20]=[CH:19][C:18]([CH:21]3[CH2:24][N:23]([C:25]([O:27][C:28]([CH3:31])([CH3:30])[CH3:29])=[O:26])[CH2:22]3)=[CH:17][CH:16]=2)C2C=CC=CC=2)C=CC=CC=1.NO.O. Product: [NH2:14][C:15]1[N:20]=[CH:19][C:18]([CH:21]2[CH2:22][N:23]([C:25]([O:27][C:28]([CH3:31])([CH3:30])[CH3:29])=[O:26])[CH2:24]2)=[CH:17][CH:16]=1. The catalyst class is: 5. (5) Reactant: [CH2:1]([C@H:8]([NH:33][C:34](=[O:46])[C@@H:35]([N:39]1[CH2:44][CH2:43][CH2:42][NH:41][C:40]1=[O:45])[CH:36]([CH3:38])[CH3:37])[CH2:9][C@H:10]([OH:32])[C@@H:11]([NH:19][C:20](=[O:31])[CH2:21][O:22][C:23]1[C:28]([CH3:29])=[CH:27][CH:26]=[CH:25][C:24]=1[CH3:30])[CH2:12][C:13]1[CH:18]=[CH:17][CH:16]=[CH:15][CH:14]=1)[C:2]1[CH:7]=[CH:6][CH:5]=[CH:4][CH:3]=1.[CH3:47][S:48]([CH3:50])=O.C(OC(=O)C)(=O)C. Product: [CH2:1]([C@H:8]([NH:33][C:34](=[O:46])[C@@H:35]([N:39]1[CH2:44][CH2:43][CH2:42][NH:41][C:40]1=[O:45])[CH:36]([CH3:38])[CH3:37])[CH2:9][C@H:10]([O:32][CH2:47][S:48][CH3:50])[C@@H:11]([NH:19][C:20](=[O:31])[CH2:21][O:22][C:23]1[C:24]([CH3:30])=[CH:25][CH:26]=[CH:27][C:28]=1[CH3:29])[CH2:12][C:13]1[CH:14]=[CH:15][CH:16]=[CH:17][CH:18]=1)[C:2]1[CH:7]=[CH:6][CH:5]=[CH:4][CH:3]=1. The catalyst class is: 15.